From a dataset of Catalyst prediction with 721,799 reactions and 888 catalyst types from USPTO. Predict which catalyst facilitates the given reaction. Reactant: Cl[C:2]1[CH:7]=[C:6]([Cl:8])[N:5]=[C:4]([O:9][C@H:10]([CH3:14])[CH2:11][O:12][CH3:13])[N:3]=1.Cl.Cl.[CH3:17][N:18]1[CH:22]=[C:21]([C:23]2[CH:24]=[C:25]([O:30][CH2:31][CH:32]3[CH2:37][CH2:36][NH:35][CH2:34][CH2:33]3)[C:26]([NH2:29])=[N:27][CH:28]=2)[N:20]=[CH:19]1.CCN(C(C)C)C(C)C.CCCCCC. Product: [Cl:8][C:6]1[N:5]=[C:4]([O:9][C@H:10]([CH3:14])[CH2:11][O:12][CH3:13])[N:3]=[C:2]([N:35]2[CH2:36][CH2:37][CH:32]([CH2:31][O:30][C:25]3[C:26]([NH2:29])=[N:27][CH:28]=[C:23]([C:21]4[N:20]=[CH:19][N:18]([CH3:17])[CH:22]=4)[CH:24]=3)[CH2:33][CH2:34]2)[CH:7]=1. The catalyst class is: 191.